Dataset: Catalyst prediction with 721,799 reactions and 888 catalyst types from USPTO. Task: Predict which catalyst facilitates the given reaction. (1) Reactant: [CH2:1]([N:8]1[CH2:13][CH2:12][C:11](=O)[CH2:10][CH2:9]1)[C:2]1[CH:7]=[CH:6][CH:5]=[CH:4][CH:3]=1.C(O)(=O)C(O)=O.[CH2:21]1[C:24]2([CH2:27][NH:26][CH2:25]2)[CH2:23][N:22]1[C:28]([O:30][C:31]([CH3:34])([CH3:33])[CH3:32])=[O:29].[BH3-]C#N.[Na+].C([O-])([O-])=O.[K+].[K+]. The catalyst class is: 130. Product: [C:31]([O:30][C:28]([N:22]1[CH2:23][C:24]2([CH2:25][N:26]([CH:11]3[CH2:12][CH2:13][N:8]([CH2:1][C:2]4[CH:7]=[CH:6][CH:5]=[CH:4][CH:3]=4)[CH2:9][CH2:10]3)[CH2:27]2)[CH2:21]1)=[O:29])([CH3:34])([CH3:32])[CH3:33]. (2) Reactant: Br[C:2]1[CH:14]=[CH:13][C:12]2[C:11]3[C:6](=[CH:7][C:8](Br)=[CH:9][CH:10]=3)[C:5](CC)([CH2:16][CH3:17])[C:4]=2[CH:3]=1.BrBr.C(C1(CC)C2C=CC=CC=2C2C1=CC=CC=2)C.Br.[OH-].[Na+]. Product: [CH2:16]([CH:5]1[C:6]2[CH:7]=[CH:8][CH:9]=[CH:10][C:11]=2[C:12]2[C:4]1=[CH:3][CH:2]=[CH:14][CH:13]=2)[CH3:17]. The catalyst class is: 2.